This data is from Merck oncology drug combination screen with 23,052 pairs across 39 cell lines. The task is: Regression. Given two drug SMILES strings and cell line genomic features, predict the synergy score measuring deviation from expected non-interaction effect. (1) Drug 1: O=c1[nH]cc(F)c(=O)[nH]1. Drug 2: CNC(=O)c1cc(Oc2ccc(NC(=O)Nc3ccc(Cl)c(C(F)(F)F)c3)cc2)ccn1. Cell line: SKOV3. Synergy scores: synergy=10.2. (2) Drug 1: CN1C(=O)C=CC2(C)C3CCC4(C)C(NC(=O)OCC(F)(F)F)CCC4C3CCC12. Drug 2: N#Cc1ccc(Cn2cncc2CN2CCN(c3cccc(Cl)c3)C(=O)C2)cc1. Cell line: NCIH23. Synergy scores: synergy=5.58. (3) Drug 1: O=C(O)C1(Cc2cccc(Nc3nccs3)n2)CCC(Oc2cccc(Cl)c2F)CC1. Drug 2: O=C(NOCC(O)CO)c1ccc(F)c(F)c1Nc1ccc(I)cc1F. Cell line: CAOV3. Synergy scores: synergy=15.4.